The task is: Predict which catalyst facilitates the given reaction.. This data is from Catalyst prediction with 721,799 reactions and 888 catalyst types from USPTO. (1) Reactant: C([O:8][C:9]1[CH:10]=[CH:11][C:12]2[O:16][C:15]([CH2:17]OCC)=[CH:14][C:13]=2[CH:21]=1)C1C=CC=CC=1. Product: [OH:8][C:9]1[CH:10]=[CH:11][C:12]2[O:16][C:15]([CH3:17])=[CH:14][C:13]=2[CH:21]=1. The catalyst class is: 123. (2) Reactant: [F:1][C:2]1[CH:3]=[C:4]2[C:9](=[C:10]([N+:12]([O-:14])=[O:13])[CH:11]=1)[N:8](C=O)[CH:7]([CH3:17])[CH2:6][CH2:5]2.C(O)C.[OH-].[Na+]. Product: [F:1][C:2]1[CH:3]=[C:4]2[C:9](=[C:10]([N+:12]([O-:14])=[O:13])[CH:11]=1)[NH:8][CH:7]([CH3:17])[CH2:6][CH2:5]2. The catalyst class is: 6. (3) Reactant: [F:1][C:2]1[CH:3]=[C:4]([CH3:14])[C:5]2[O:9][C:8]([C:10](O)=[O:11])=[CH:7][C:6]=2[CH:13]=1.C(C1NC=CN=1)(C1[NH:18]C=CN=1)=O.N. Product: [F:1][C:2]1[CH:3]=[C:4]([CH3:14])[C:5]2[O:9][C:8]([C:10]([NH2:18])=[O:11])=[CH:7][C:6]=2[CH:13]=1. The catalyst class is: 7. (4) Reactant: [F:1][C:2]1[CH:27]=[CH:26][C:25]([C:28]([NH:30][C:31]2[CH:36]=[CH:35][CH:34]=[C:33]([CH3:37])[CH:32]=2)=[O:29])=[CH:24][C:3]=1[O:4][C:5]1[CH:10]=[CH:9][N:8]=[C:7]([C:11]2[NH:15][CH:14]=[C:13]([C:16]([NH:18][CH2:19][CH2:20][C:21]([OH:23])=[O:22])=[O:17])[CH:12]=2)[CH:6]=1.[CH3:38]N(C(ON1N=NC2C=CC=NC1=2)=[N+](C)C)C.F[P-](F)(F)(F)(F)F.C(N(CC)C(C)C)(C)C.Cl.COC(=O)CCN.Cl. Product: [F:1][C:2]1[CH:27]=[CH:26][C:25]([C:28]([NH:30][C:31]2[CH:36]=[CH:35][CH:34]=[C:33]([CH3:37])[CH:32]=2)=[O:29])=[CH:24][C:3]=1[O:4][C:5]1[CH:10]=[CH:9][N:8]=[C:7]([C:11]2[NH:15][CH:14]=[C:13]([C:16]([NH:18][CH2:19][CH2:20][C:21]([O:23][CH3:38])=[O:22])=[O:17])[CH:12]=2)[CH:6]=1. The catalyst class is: 18. (5) Reactant: [CH3:1][C:2]1[N:3]=[C:4]([NH:8][C:9](=[O:20])[C:10]2[CH:15]=[CH:14][C:13]([NH2:16])=[C:12]([N+:17]([O-])=O)[CH:11]=2)[S:5][C:6]=1[CH3:7]. Product: [CH3:1][C:2]1[N:3]=[C:4]([NH:8][C:9](=[O:20])[C:10]2[CH:15]=[CH:14][C:13]([NH2:16])=[C:12]([NH2:17])[CH:11]=2)[S:5][C:6]=1[CH3:7]. The catalyst class is: 227. (6) Reactant: [C:1]12([C:11]3[CH:12]=[C:13]([C:25]4[N:30]=[CH:29][C:28]([CH:31]=[O:32])=[CH:27][CH:26]=4)[CH:14]=[CH:15][C:16]=3[O:17][Si](C(C)(C)C)(C)C)[CH2:10][CH:5]3[CH2:6][CH:7]([CH2:9][CH:3]([CH2:4]3)[CH2:2]1)[CH2:8]2.[F-].C([N+](CCCC)(CCCC)CCCC)CCC. Product: [C:1]12([C:11]3[CH:12]=[C:13]([C:25]4[N:30]=[CH:29][C:28]([CH:31]=[O:32])=[CH:27][CH:26]=4)[CH:14]=[CH:15][C:16]=3[OH:17])[CH2:2][CH:3]3[CH2:9][CH:7]([CH2:6][CH:5]([CH2:4]3)[CH2:10]1)[CH2:8]2. The catalyst class is: 1.